This data is from Full USPTO retrosynthesis dataset with 1.9M reactions from patents (1976-2016). The task is: Predict the reactants needed to synthesize the given product. (1) The reactants are: CS(O[CH2:6][CH2:7][C:8]1[C:17]2[C:12](=[CH:13][CH:14]=[CH:15][CH:16]=2)[C:11]([NH:18][C:19]([O:21][CH2:22][C:23]2[CH:28]=[CH:27][CH:26]=[CH:25][CH:24]=2)=[O:20])=[CH:10][C:9]=1[NH:29][C:30]([C:32]1[NH:33][C:34]2[C:39]([CH:40]=1)=[CH:38][C:37]([O:41][CH3:42])=[CH:36][CH:35]=2)=[O:31])(=O)=O.[Li+].[Cl-:44].CCOC(C)=O. Given the product [CH2:22]([O:21][C:19]([NH:18][C:11]1[C:12]2[C:17](=[CH:16][CH:15]=[CH:14][CH:13]=2)[C:8]([CH2:7][CH2:6][Cl:44])=[C:9]([NH:29][C:30]([C:32]2[NH:33][C:34]3[C:39]([CH:40]=2)=[CH:38][C:37]([O:41][CH3:42])=[CH:36][CH:35]=3)=[O:31])[CH:10]=1)=[O:20])[C:23]1[CH:28]=[CH:27][CH:26]=[CH:25][CH:24]=1, predict the reactants needed to synthesize it. (2) Given the product [CH3:23][C:22]1[CH:21]=[CH:20][N:19]=[CH:18][C:17]=1[N:7]1[CH2:6][CH2:5][C:4]2[C:9](=[CH:10][CH:11]=[CH:12][C:3]=2[C:2]([F:1])([F:14])[F:15])[C:8]1=[O:13], predict the reactants needed to synthesize it. The reactants are: [F:1][C:2]([F:15])([F:14])[C:3]1[CH:12]=[CH:11][CH:10]=[C:9]2[C:4]=1[CH2:5][CH2:6][NH:7][C:8]2=[O:13].I[C:17]1[CH:18]=[N:19][CH:20]=[CH:21][C:22]=1[CH3:23].P([O-])([O-])([O-])=O.[K+].[K+].[K+]. (3) The reactants are: [Br:1][C:2]1[CH:3]=[C:4]([NH2:8])[CH:5]=[N:6][CH:7]=1.[Br:9][C:10]1[CH:15]=[CH:14][C:13]([S:16](Cl)(=[O:18])=[O:17])=[C:12]([Cl:20])[CH:11]=1. Given the product [Br:9][C:10]1[CH:15]=[CH:14][C:13]([S:16]([NH:8][C:4]2[CH:5]=[N:6][CH:7]=[C:2]([Br:1])[CH:3]=2)(=[O:17])=[O:18])=[C:12]([Cl:20])[CH:11]=1, predict the reactants needed to synthesize it. (4) The reactants are: [CH2:1]([N:3]([CH3:16])[C:4]1[O:5][C:6]2[C:7](=[C:9]([C:13]([O-:15])=O)[CH:10]=[CH:11][CH:12]=2)[N:8]=1)[CH3:2].[Li+].Cl.Cl.[NH2:20][C@H:21]1[CH:26]2[CH2:27][CH2:28][N:23]([CH2:24][CH2:25]2)[CH2:22]1. Given the product [N:23]12[CH2:22][C@@H:21]([NH:20][C:13]([C:9]3[CH:10]=[CH:11][CH:12]=[C:6]4[O:5][C:4]([N:3]([CH2:1][CH3:2])[CH3:16])=[N:8][C:7]=34)=[O:15])[CH:26]([CH2:27][CH2:28]1)[CH2:25][CH2:24]2, predict the reactants needed to synthesize it. (5) The reactants are: [C:1]([O:5][C:6]([NH:8][C@H:9]([C:29]([N:31]1[CH2:35][CH2:34][C@H:33]([F:36])[CH2:32]1)=[O:30])[C@H:10]([CH:12]1[CH2:17][CH2:16][CH:15]([NH:18]C(=O)OCC2C=CC=CC=2)[CH2:14][CH2:13]1)[CH3:11])=[O:7])([CH3:4])([CH3:3])[CH3:2].[H][H]. Given the product [C:1]([O:5][C:6](=[O:7])[NH:8][C@H:9]([C:29]([N:31]1[CH2:35][CH2:34][C@H:33]([F:36])[CH2:32]1)=[O:30])[C@H:10]([CH:12]1[CH2:17][CH2:16][CH:15]([NH2:18])[CH2:14][CH2:13]1)[CH3:11])([CH3:2])([CH3:3])[CH3:4], predict the reactants needed to synthesize it. (6) Given the product [C:23]([C:22]1[CH:25]=[CH:26][N:27]=[C:20]([NH:1][C:2]2[S:6][N:5]=[C:4]([CH3:7])[C:3]=2[C:8]([NH:10][C:11]2[CH:16]=[CH:15][CH:14]=[CH:13][C:12]=2[CH2:17][CH3:18])=[O:9])[CH:21]=1)#[N:24], predict the reactants needed to synthesize it. The reactants are: [NH2:1][C:2]1[S:6][N:5]=[C:4]([CH3:7])[C:3]=1[C:8]([NH:10][C:11]1[CH:16]=[CH:15][CH:14]=[CH:13][C:12]=1[CH2:17][CH3:18])=[O:9].I[C:20]1[CH:21]=[C:22]([CH:25]=[CH:26][N:27]=1)[C:23]#[N:24].C(=O)([O-])[O-].[Cs+].[Cs+].CC1(C)C2C(=C(P(C3C=CC=CC=3)C3C=CC=CC=3)C=CC=2)OC2C(P(C3C=CC=CC=3)C3C=CC=CC=3)=CC=CC1=2.